From a dataset of Catalyst prediction with 721,799 reactions and 888 catalyst types from USPTO. Predict which catalyst facilitates the given reaction. (1) Reactant: [I:1]N1C(=O)CCC1=O.[CH:9]1[C:21]2[NH:20][C:19]3[C:14](=[CH:15][CH:16]=[CH:17][CH:18]=3)[C:13]=2[CH:12]=[CH:11][CH:10]=1.O. Product: [I:1][C:11]1[CH:10]=[CH:9][C:21]2[NH:20][C:19]3[C:14]([C:13]=2[CH:12]=1)=[CH:15][CH:16]=[CH:17][CH:18]=3. The catalyst class is: 15. (2) Reactant: [CH2:1]([O:3][C:4]1[CH:5]=[C:6]([CH2:30][C:31]([O:33]C)=[O:32])[CH:7]=[C:8]([S:10]([C:13]2[CH:18]=[CH:17][C:16]([O:19][C:20]3[CH:25]=[CH:24][C:23]([C:26]([F:29])([F:28])[F:27])=[CH:22][CH:21]=3)=[CH:15][CH:14]=2)(=[O:12])=[O:11])[CH:9]=1)[CH3:2].O1CCCC1.[OH-].[K+]. The catalyst class is: 5. Product: [CH2:1]([O:3][C:4]1[CH:5]=[C:6]([CH2:30][C:31]([OH:33])=[O:32])[CH:7]=[C:8]([S:10]([C:13]2[CH:18]=[CH:17][C:16]([O:19][C:20]3[CH:25]=[CH:24][C:23]([C:26]([F:27])([F:29])[F:28])=[CH:22][CH:21]=3)=[CH:15][CH:14]=2)(=[O:12])=[O:11])[CH:9]=1)[CH3:2]. (3) Reactant: [NH2:1][C:2]1[CH:6]=[C:5]([C:7]([CH3:10])([CH3:9])[CH3:8])[NH:4][C:3]=1[C:11]([O:13][CH3:14])=[O:12].N1C=CC=CC=1.[C:21](Cl)(Cl)=[O:22].[NH2:25][C:26]1[CH:31]=[CH:30][C:29]([CH3:32])=[CH:28][CH:27]=1. Product: [C:11]([C:3]1[NH:4][C:5]([C:7]([CH3:10])([CH3:8])[CH3:9])=[CH:6][C:2]=1[NH:1][C:21]([NH:25][C:26]1[CH:31]=[CH:30][C:29]([CH3:32])=[CH:28][CH:27]=1)=[O:22])([O:13][CH3:14])=[O:12]. The catalyst class is: 11.